Dataset: Full USPTO retrosynthesis dataset with 1.9M reactions from patents (1976-2016). Task: Predict the reactants needed to synthesize the given product. (1) Given the product [F:1][C:2]1[CH:3]=[CH:4][C:5]([N+:9]([O-:11])=[O:10])=[C:6]([CH:7]=1)[C:8]([OH:13])=[O:18], predict the reactants needed to synthesize it. The reactants are: [F:1][C:2]1[CH:3]=[CH:4][C:5]([N+:9]([O-:11])=[O:10])=[C:6]([CH3:8])[CH:7]=1.[Mn]([O-])(=O)(=O)=[O:13].[K+].[OH2:18]. (2) Given the product [CH2:28]([NH:35][C:2]1[CH:3]=[N:4][C:5]([N:8]2[CH2:13][CH2:12][N:11]([C:14]3[C:23]4[C:18](=[CH:19][C:20]([O:26][CH3:27])=[C:21]([O:24][CH3:25])[CH:22]=4)[N:17]=[CH:16][N:15]=3)[CH2:10][CH2:9]2)=[N:6][CH:7]=1)[C:29]1[CH:34]=[CH:33][CH:32]=[CH:31][CH:30]=1, predict the reactants needed to synthesize it. The reactants are: Br[C:2]1[CH:3]=[N:4][C:5]([N:8]2[CH2:13][CH2:12][N:11]([C:14]3[C:23]4[C:18](=[CH:19][C:20]([O:26][CH3:27])=[C:21]([O:24][CH3:25])[CH:22]=4)[N:17]=[CH:16][N:15]=3)[CH2:10][CH2:9]2)=[N:6][CH:7]=1.[CH2:28]([NH2:35])[C:29]1[CH:34]=[CH:33][CH:32]=[CH:31][CH:30]=1.N1CCC[C@H]1C(O)=O.P([O-])([O-])([O-])=O.[K+].[K+].[K+].N#N. (3) Given the product [CH3:13][O:14][C:15]1[C:16]([N+:25]([O-:27])=[O:26])=[CH:17][C:18]([CH3:24])=[C:19]([CH:23]=1)[C:20]([O:22][CH3:2])=[O:21], predict the reactants needed to synthesize it. The reactants are: N[C:2]1C=CC(C(OC)=O)=C(Cl)C=1.[CH3:13][O:14][C:15]1[C:16]([N+:25]([O-:27])=[O:26])=[CH:17][C:18]([CH3:24])=[C:19]([CH:23]=1)[C:20]([OH:22])=[O:21]. (4) Given the product [OH:40]/[N:39]=[C:8](/[C:6]1[CH:5]=[CH:4][N:3]=[C:2]([CH3:1])[CH:7]=1)\[CH2:9][CH:10]([C:18]1[CH:19]=[C:20]([C:24]2[CH:29]=[CH:28][CH:27]=[C:26]([C:30]([NH:32][CH2:33][C:34]([OH:36])=[O:35])=[O:31])[CH:25]=2)[CH:21]=[CH:22][CH:23]=1)[C:11]1[CH:16]=[CH:15][CH:14]=[CH:13][C:12]=1[CH3:17], predict the reactants needed to synthesize it. The reactants are: [CH3:1][C:2]1[CH:7]=[C:6]([C:8](=O)[CH2:9][CH:10]([C:18]2[CH:19]=[C:20]([C:24]3[CH:29]=[CH:28][CH:27]=[C:26]([C:30]([NH:32][CH2:33][C:34]([OH:36])=[O:35])=[O:31])[CH:25]=3)[CH:21]=[CH:22][CH:23]=2)[C:11]2[CH:16]=[CH:15][CH:14]=[CH:13][C:12]=2[CH3:17])[CH:5]=[CH:4][N:3]=1.Cl.[NH2:39][OH:40].C([O-])(O)=O.[Na+]. (5) Given the product [NH2:1][C:2]1[CH:7]=[CH:6][C:5]([Cl:8])=[CH:4][C:3]=1[C:9]1[CH:17]=[C:16]2[N:12]([C@H:13]([C:18]([OH:20])=[O:19])[CH2:14][CH2:15]2)[C:11](=[O:23])[CH:10]=1, predict the reactants needed to synthesize it. The reactants are: [NH2:1][C:2]1[CH:7]=[CH:6][C:5]([Cl:8])=[CH:4][C:3]=1[C:9]1[CH:17]=[C:16]2[N:12]([C@H:13]([C:18]([O:20]CC)=[O:19])[CH2:14][CH2:15]2)[C:11](=[O:23])[CH:10]=1.[OH-].[Na+]. (6) Given the product [CH3:16][Si:17]([CH3:24])([CH3:23])[O:3][C:2]1[N:4]=[C:5]([O:6][Si:17]([CH3:24])([CH3:23])[CH3:16])[CH:7]=[CH:8][N:1]=1, predict the reactants needed to synthesize it. The reactants are: [NH:1]1[CH:8]=[CH:7][C:5](=[O:6])[NH:4][C:2]1=[O:3].S([O-])([O-])(=O)=O.[NH4+].[NH4+].[CH3:16][Si:17]([CH3:24])([CH3:23])N[Si:17]([CH3:24])([CH3:23])[CH3:16]. (7) The reactants are: [H-].[Na+].[Cl:3][C:4]1[N:12]=[C:11]2[C:7]([NH:8][CH:9]=[N:10]2)=[C:6]([Cl:13])[N:5]=1.[CH2:14](Br)[C:15]1[CH:20]=[CH:19][CH:18]=[CH:17][CH:16]=1.O. Given the product [CH2:14]([N:10]1[CH:9]=[N:8][C:7]2[C:11]1=[N:12][C:4]([Cl:3])=[N:5][C:6]=2[Cl:13])[C:15]1[CH:20]=[CH:19][CH:18]=[CH:17][CH:16]=1.[CH2:14]([N:8]1[C:7]2[C:11](=[N:12][C:4]([Cl:3])=[N:5][C:6]=2[Cl:13])[N:10]=[CH:9]1)[C:15]1[CH:20]=[CH:19][CH:18]=[CH:17][CH:16]=1, predict the reactants needed to synthesize it.